From a dataset of Full USPTO retrosynthesis dataset with 1.9M reactions from patents (1976-2016). Predict the reactants needed to synthesize the given product. (1) Given the product [CH3:1][C:2]1([CH3:23])[C:11]2[C:6](=[CH:7][CH:8]=[C:9]([C:12]([F:13])([F:15])[F:14])[CH:10]=2)[NH:5][CH:4]([C:16]2[CH:22]=[CH:21][CH:20]=[CH:19][C:17]=2[NH:18][S:32]([CH2:30][CH3:31])(=[O:34])=[O:33])[CH2:3]1, predict the reactants needed to synthesize it. The reactants are: [CH3:1][C:2]1([CH3:23])[C:11]2[C:6](=[CH:7][CH:8]=[C:9]([C:12]([F:15])([F:14])[F:13])[CH:10]=2)[NH:5][CH:4]([C:16]2[CH:22]=[CH:21][CH:20]=[CH:19][C:17]=2[NH2:18])[CH2:3]1.N1C=CC=CC=1.[CH2:30]([S:32](Cl)(=[O:34])=[O:33])[CH3:31]. (2) Given the product [CH:43]1([N:42]([CH2:41][CH:38]2[CH2:39][CH2:40]2)[C:2]2[N:7]=[CH:6][N:5]=[C:4]([C:8]([NH:10][C:11]3[CH:16]=[CH:15][C:14]([S:17]([NH:20][CH2:21][CH2:22][C:23]([O:25][C:26]([CH3:29])([CH3:28])[CH3:27])=[O:24])(=[O:19])=[O:18])=[CH:13][C:12]=3[CH3:30])=[O:9])[CH:3]=2)[CH2:44][CH2:45][CH2:46][CH2:47][CH2:48]1, predict the reactants needed to synthesize it. The reactants are: Cl[C:2]1[N:7]=[CH:6][N:5]=[C:4]([C:8]([NH:10][C:11]2[CH:16]=[CH:15][C:14]([S:17]([NH:20][CH2:21][CH2:22][C:23]([O:25][C:26]([CH3:29])([CH3:28])[CH3:27])=[O:24])(=[O:19])=[O:18])=[CH:13][C:12]=2[CH3:30])=[O:9])[CH:3]=1.C(NC(C)C)(C)C.[CH:38]1([CH2:41][NH:42][CH:43]2[CH2:48][CH2:47][CH2:46][CH2:45][CH2:44]2)[CH2:40][CH2:39]1. (3) The reactants are: [C:1]1([CH:7]([CH3:10])C=O)[CH:6]=[CH:5][CH:4]=[CH:3][CH:2]=1.Cl.N[OH:13].[N:14]1[CH:19]=CC=CC=1. Given the product [C:1]1([CH2:7][CH2:10][CH:19]=[N:14][OH:13])[CH:2]=[CH:3][CH:4]=[CH:5][CH:6]=1, predict the reactants needed to synthesize it. (4) Given the product [CH3:14][C:13]([S:17]([NH:19][C@@H:7]1[C:8]2[C:3](=[C:2]([CH3:1])[CH:11]=[CH:10][CH:9]=2)[CH2:4][CH2:5][CH2:6]1)=[O:18])([CH3:16])[CH3:15], predict the reactants needed to synthesize it. The reactants are: [CH3:1][C:2]1[CH:11]=[CH:10][CH:9]=[C:8]2[C:3]=1[CH2:4][CH2:5][CH2:6][C:7]2=O.[C:13]([S@:17]([NH2:19])=[O:18])([CH3:16])([CH3:15])[CH3:14].[BH4-].[Na+].